This data is from NCI-60 drug combinations with 297,098 pairs across 59 cell lines. The task is: Regression. Given two drug SMILES strings and cell line genomic features, predict the synergy score measuring deviation from expected non-interaction effect. Cell line: SF-295. Synergy scores: CSS=-2.90, Synergy_ZIP=1.31, Synergy_Bliss=0.160, Synergy_Loewe=-2.19, Synergy_HSA=-3.85. Drug 1: CC1=C(C=C(C=C1)NC(=O)C2=CC=C(C=C2)CN3CCN(CC3)C)NC4=NC=CC(=N4)C5=CN=CC=C5. Drug 2: CNC(=O)C1=NC=CC(=C1)OC2=CC=C(C=C2)NC(=O)NC3=CC(=C(C=C3)Cl)C(F)(F)F.